Dataset: Full USPTO retrosynthesis dataset with 1.9M reactions from patents (1976-2016). Task: Predict the reactants needed to synthesize the given product. (1) Given the product [CH2:1]([O:8][C:9]([N:11]1[CH2:16][C@H:15]([O:17][CH2:18][C:19]2[CH:20]=[CH:21][C:22]3[O:27][CH2:26][CH2:25][N:24]([CH2:28][CH2:29][CH2:30][O:31][CH3:32])[C:23]=3[CH:33]=2)[C@@H:14]([C:34]2[CH:35]=[CH:36][C:37]([O:40][CH3:41])=[CH:38][CH:39]=2)[CH2:13][C@H:12]1[C:42](=[O:43])[N:46]([CH3:47])[CH3:45])=[O:10])[C:2]1[CH:3]=[CH:4][CH:5]=[CH:6][CH:7]=1, predict the reactants needed to synthesize it. The reactants are: [CH2:1]([O:8][C:9]([N:11]1[CH2:16][C@H:15]([O:17][CH2:18][C:19]2[CH:20]=[CH:21][C:22]3[O:27][CH2:26][CH2:25][N:24]([CH2:28][CH2:29][CH2:30][O:31][CH3:32])[C:23]=3[CH:33]=2)[C@@H:14]([C:34]2[CH:39]=[CH:38][C:37]([O:40][CH3:41])=[CH:36][CH:35]=2)[CH2:13][C@H:12]1[C:42](O)=[O:43])=[O:10])[C:2]1[CH:7]=[CH:6][CH:5]=[CH:4][CH:3]=1.[CH3:45][NH:46][CH3:47]. (2) Given the product [F:28][C:18]([C:15]1[CH:16]=[CH:17][C:12]([C:8]2[CH:7]=[C:6]([NH:5][C:1](=[O:3])[CH3:2])[CH:11]=[CH:10][CH:9]=2)=[CH:13][CH:14]=1)([CH3:27])[CH2:19][NH:20][S:21]([CH:24]([CH3:25])[CH3:26])(=[O:23])=[O:22], predict the reactants needed to synthesize it. The reactants are: [C:1](Cl)(=[O:3])[CH3:2].[NH2:5][C:6]1[CH:7]=[C:8]([C:12]2[CH:17]=[CH:16][C:15]([C:18]([F:28])([CH3:27])[CH2:19][NH:20][S:21]([CH:24]([CH3:26])[CH3:25])(=[O:23])=[O:22])=[CH:14][CH:13]=2)[CH:9]=[CH:10][CH:11]=1.C(N(CC)CC)C.O. (3) Given the product [CH2:1]([N:8]1[CH2:13][CH2:12][CH:11]([N:20]([CH3:19])[CH2:21][CH2:22][N:23]([CH:11]2[CH2:12][CH2:13][N:16]([CH2:15][C:26]3[CH:25]=[CH:4][CH:3]=[CH:2][CH:1]=3)[CH2:9][CH2:10]2)[CH3:24])[CH2:10][CH2:9]1)[C:2]1[CH:7]=[CH:6][CH:5]=[CH:4][CH:3]=1, predict the reactants needed to synthesize it. The reactants are: [CH2:1]([N:8]1[CH2:13][CH2:12][C:11](=O)[CH2:10][CH2:9]1)[C:2]1[CH:7]=[CH:6][CH:5]=[CH:4][CH:3]=1.[C:15]([BH3-])#[N:16].[Na+].[CH3:19][NH:20][CH2:21][CH2:22][NH:23][CH3:24].[C:25](O)(=O)[CH3:26].C(=O)([O-])[O-].[K+].[K+].C(=O)([O-])O.[Na+].